The task is: Predict hERG channel inhibition at various concentrations.. This data is from hERG Central: cardiac toxicity at 1µM, 10µM, and general inhibition. (1) The drug is CCc1cc(C(=O)NCC2(N3CCCCC3)CCCCC2)sc1C. Results: hERG_inhib (hERG inhibition (general)): blocker. (2) The drug is Cc1cc(N2CCC(C(=O)NCC3CC3)CC2)nc(-c2ccccc2)n1. Results: hERG_inhib (hERG inhibition (general)): blocker. (3) The molecule is O=C(CCn1c(=O)c2cccn2c2cccnc21)N1CCN(c2cccc(Cl)c2)CC1. Results: hERG_inhib (hERG inhibition (general)): blocker. (4) The molecule is Clc1ccc(Cn2ncc3c(NCc4cccnc4)ncnc32)cc1. Results: hERG_inhib (hERG inhibition (general)): blocker. (5) The drug is CC(=O)Nc1cc(C(=O)NCCN2CCN(Cc3ccccc3)CC2)ccc1Sc1ccc(C)cc1. Results: hERG_inhib (hERG inhibition (general)): blocker. (6) Results: hERG_inhib (hERG inhibition (general)): blocker. The compound is CCN(Cc1ccccc1)C(=O)C1CCN(C/C(C)=C/c2ccccc2)CC1.O=C(O)C(=O)O. (7) The molecule is CCn1c(COc2ccc(C)cc2)nnc1SCc1ccc(C#N)cc1. Results: hERG_inhib (hERG inhibition (general)): blocker. (8) The molecule is Nc1c2c(nc3ccccc13)CCN(Cc1ccccc1)C2. Results: hERG_inhib (hERG inhibition (general)): blocker. (9) The molecule is CC(=O)c1ccc(N2CCN(CC(O)COC(c3ccccc3)c3ccccc3)CC2)cc1. Results: hERG_inhib (hERG inhibition (general)): blocker. (10) The molecule is CC(C)C[C@H]1CN=C(Nc2ccccc2)N1CCc1ccc(F)cc1. Results: hERG_inhib (hERG inhibition (general)): blocker.